This data is from Reaction yield outcomes from USPTO patents with 853,638 reactions. The task is: Predict the reaction yield, written as a fraction of the theoretical maximum amount of product (1.0 means a 100% yield; for example, 0.34 means a 34% yield). (1) The reactants are [CH2:1]([O:3][C:4]([C:6]1[CH:7]=[C:8]([C:12]2[C:13]([C:18]3[CH:23]=[C:22]([Cl:24])[CH:21]=[CH:20][C:19]=3[OH:25])=[CH:14][CH:15]=[CH:16][CH:17]=2)[CH:9]=[CH:10][CH:11]=1)=[O:5])[CH3:2].[CH2:26](O)[CH2:27][C:28]1[CH:33]=[CH:32][CH:31]=[CH:30][CH:29]=1.C1(P(C2C=CC=CC=2)C2C=CC=CC=2)C=CC=CC=1.N(C(OC(C)C)=O)=NC(OC(C)C)=O. The catalyst is C1COCC1.O. The product is [CH2:1]([O:3][C:4]([C:6]1[CH:7]=[C:8]([C:12]2[C:13]([C:18]3[CH:23]=[C:22]([Cl:24])[CH:21]=[CH:20][C:19]=3[O:25][CH2:26][CH2:27][C:28]3[CH:33]=[CH:32][CH:31]=[CH:30][CH:29]=3)=[CH:14][CH:15]=[CH:16][CH:17]=2)[CH:9]=[CH:10][CH:11]=1)=[O:5])[CH3:2]. The yield is 0.800. (2) The reactants are B(F)(F)F.CCOCC.[OH:10][C:11]1[C:20]([CH3:21])=[C:19]2[C:14]([CH:15]=[C:16]([NH:23][C:24](=[O:33])[O:25][CH2:26][C:27]3[CH:32]=[CH:31][CH:30]=[CH:29][CH:28]=3)[C:17](=[O:22])[O:18]2)=[CH:13][C:12]=1[O:34][CH2:35][CH2:36][CH3:37].ClC(Cl)(Cl)C(=N)O[C@H:42]1[C@@H:47]2[O:48][C:49](=[O:51])[O:50][C@@H:46]2[C@@H:45]([O:52][CH3:53])[C:44]([CH3:55])([CH3:54])[O:43]1.C(N(CC)CC)C. The catalyst is C(Cl)Cl. The product is [CH3:53][O:52][C@H:45]1[C:44]([CH3:55])([CH3:54])[O:43][C@@H:42]([O:10][C:11]2[C:20]([CH3:21])=[C:19]3[C:14]([CH:15]=[C:16]([NH:23][C:24](=[O:33])[O:25][CH2:26][C:27]4[CH:32]=[CH:31][CH:30]=[CH:29][CH:28]=4)[C:17](=[O:22])[O:18]3)=[CH:13][C:12]=2[O:34][CH2:35][CH2:36][CH3:37])[C@@H:47]2[O:48][C:49](=[O:51])[O:50][C@H:46]12. The yield is 0.950. (3) The reactants are [CH2:1]([C:4]1[N:8]([CH2:9][C:10]2[CH:11]=[N:12][C:13]([C:16]3[CH:21]=[CH:20][CH:19]=[CH:18][C:17]=3[C:22]3[NH:26][N:25]=[N:24][N:23]=3)=[CH:14][CH:15]=2)[N:7]=[C:6]([C:27](O)=[O:28])[CH:5]=1)[CH2:2][CH3:3].CN(C(ON1N=NC2C=CC=NC1=2)=[N+](C)C)C.F[P-](F)(F)(F)(F)F.CCN(C(C)C)C(C)C.CN(C=O)C.[NH2:68][C@H:69]([CH2:74][C:75]1[CH:80]=[CH:79][CH:78]=[CH:77][C:76]=1[C:81]([F:84])([F:83])[F:82])[CH2:70][C:71]([OH:73])=[O:72].Cl. No catalyst specified. The product is [CH2:1]([C:4]1[N:8]([CH2:9][C:10]2[CH:11]=[N:12][C:13]([C:16]3[CH:21]=[CH:20][CH:19]=[CH:18][C:17]=3[C:22]3[NH:23][N:24]=[N:25][N:26]=3)=[CH:14][CH:15]=2)[N:7]=[C:6]([C:27]([NH:68][C@H:69]([CH2:74][C:75]2[CH:80]=[CH:79][CH:78]=[CH:77][C:76]=2[C:81]([F:82])([F:83])[F:84])[CH2:70][C:71]([OH:73])=[O:72])=[O:28])[CH:5]=1)[CH2:2][CH3:3]. The yield is 1.00. (4) The reactants are C(Cl)(=O)C(Cl)=O.[CH2:7]([O:14][C:15]([NH:17][C:18]([CH2:37][OH:38])([CH2:24][CH2:25][CH2:26][CH2:27][B:28]1[O:32][C:31]([CH3:34])([CH3:33])[C:30]([CH3:36])([CH3:35])[O:29]1)[C:19]([O:21][CH2:22][CH3:23])=[O:20])=[O:16])[C:8]1[CH:13]=[CH:12][CH:11]=[CH:10][CH:9]=1.C(N(CC)CC)C. The catalyst is ClCCl. The product is [CH2:7]([O:14][C:15]([NH:17][C:18]([CH:37]=[O:38])([CH2:24][CH2:25][CH2:26][CH2:27][B:28]1[O:32][C:31]([CH3:33])([CH3:34])[C:30]([CH3:36])([CH3:35])[O:29]1)[C:19]([O:21][CH2:22][CH3:23])=[O:20])=[O:16])[C:8]1[CH:9]=[CH:10][CH:11]=[CH:12][CH:13]=1. The yield is 0.860. (5) The reactants are [Br:1][C:2]1[CH:7]=[CH:6][C:5]([C:8](=O)[CH:9](OCC)OCC)=[CH:4][C:3]=1[F:17].[NH2:18][NH:19][C:20]([NH2:22])=[S:21].[CH3:23]I. The catalyst is C(O)C.O.C1(C)C=CC(S(O)(=O)=O)=CC=1. The product is [Br:1][C:2]1[CH:7]=[CH:6][C:5]([C:8]2[N:18]=[N:19][C:20]([S:21][CH3:23])=[N:22][CH:9]=2)=[CH:4][C:3]=1[F:17]. The yield is 0.510. (6) The reactants are [Br:1][C:2]1[CH:3]=[C:4]([C:23]([O:25][CH3:26])=[O:24])[C:5]([CH3:22])=[C:6]([NH:8][CH:9]2[CH2:14][CH2:13][N:12]([C:15]([O:17][C:18]([CH3:21])([CH3:20])[CH3:19])=[O:16])[CH2:11][CH2:10]2)[CH:7]=1.[CH:27](=O)[CH3:28].C(O)(=O)C.C(O[BH-](OC(=O)C)OC(=O)C)(=O)C.[Na+]. The catalyst is ClC(Cl)C. The product is [Br:1][C:2]1[CH:3]=[C:4]([C:23]([O:25][CH3:26])=[O:24])[C:5]([CH3:22])=[C:6]([N:8]([CH2:27][CH3:28])[CH:9]2[CH2:14][CH2:13][N:12]([C:15]([O:17][C:18]([CH3:19])([CH3:20])[CH3:21])=[O:16])[CH2:11][CH2:10]2)[CH:7]=1. The yield is 0.934. (7) The reactants are [CH2:1]([N:4]1[CH2:9][CH2:8][O:7][C:6]2[CH:10]=[CH:11][C:12]([C:15]3[N:20]4[N:21]=[C:22]([C:24]5[CH:25]=[C:26]([C:30]6[CH:35]=[CH:34][CH:33]=[C:32]([OH:36])[CH:31]=6)[CH:27]=[CH:28][CH:29]=5)[CH:23]=[C:19]4[N:18]=[C:17]([CH3:37])[C:16]=3[C@H:38]([O:43][C:44]([CH3:47])([CH3:46])[CH3:45])[C:39]([O:41][CH3:42])=[O:40])=[C:13]([Cl:14])[C:5]1=2)[CH:2]=[CH2:3].C([O-])([O-])=O.[K+].[K+].Br[CH2:55][CH:56]=[CH2:57].O. The catalyst is CN(C=O)C. The product is [CH2:1]([N:4]1[CH2:9][CH2:8][O:7][C:6]2[CH:10]=[CH:11][C:12]([C:15]3[N:20]4[N:21]=[C:22]([C:24]5[CH:25]=[C:26]([C:30]6[CH:35]=[CH:34][CH:33]=[C:32]([O:36][CH2:57][CH:56]=[CH2:55])[CH:31]=6)[CH:27]=[CH:28][CH:29]=5)[CH:23]=[C:19]4[N:18]=[C:17]([CH3:37])[C:16]=3[C@H:38]([O:43][C:44]([CH3:47])([CH3:46])[CH3:45])[C:39]([O:41][CH3:42])=[O:40])=[C:13]([Cl:14])[C:5]1=2)[CH:2]=[CH2:3]. The yield is 0.419. (8) The reactants are [NH2:1][C:2]1[CH2:6][CH2:5][C@@H:4]([CH3:7])[C:3]=1[C:8]([O:10]CC)=O.C([O-])=O.[NH4+].[CH:17]([NH2:19])=O. No catalyst specified. The product is [CH3:7][C@H:4]1[C:3]2[C:8]([OH:10])=[N:19][CH:17]=[N:1][C:2]=2[CH2:6][CH2:5]1. The yield is 0.650. (9) The reactants are [Na].[CH3:2][O-].[Na+].C(O[C:8](=[O:24])[C:9]1[CH:14]=[CH:13][CH:12]=[C:11](OCCN2CCOCC2)[CH:10]=1)C.F[C:26](F)(F)[C:27]([OH:29])=O.[CH:32]1([NH:35][C:36](=[O:46])[C:37]2[CH:42]=[CH:41][C:40]([CH3:43])=[C:39]([NH:44][NH2:45])[CH:38]=2)[CH2:34][CH2:33]1.[CH:47]([N:50](C(C)C)CC)(C)C. The catalyst is O1CCOCC1.CO. The product is [NH2:50][C:47]1[N:44]([C:39]2[CH:38]=[C:37]([CH:42]=[CH:41][C:40]=2[CH3:43])[C:36]([NH:35][CH:32]2[CH2:34][CH2:33]2)=[O:46])[N:45]=[C:27]([O:29][CH3:2])[C:26]=1[C:8](=[O:24])[C:9]1[CH:10]=[CH:11][CH:12]=[CH:13][CH:14]=1. The yield is 0.190. (10) The reactants are [NH2:1][C:2]1[CH:7]=[CH:6][CH:5]=[CH:4][C:3]=1[NH:8][C:9](=O)[C:10]1[CH:15]=[CH:14][C:13]([NH:16][C:17](=[O:32])[C:18]2[CH:23]=[CH:22][C:21](OCC3C=CC=CN=3)=[CH:20][CH:19]=2)=[C:12]([CH3:33])[CH:11]=1.C([O-])(O)=O.[Na+].[CH3:40][C:41]([OH:43])=O. No catalyst specified. The product is [NH:8]1[C:3]2[CH:4]=[CH:5][CH:6]=[CH:7][C:2]=2[N:1]=[C:9]1[C:10]1[CH:15]=[CH:14][C:13]([NH:16][C:17](=[O:32])[C:18]2[CH:23]=[CH:22][C:21]([O:43][CH2:41][C:40]3[CH:5]=[CH:4][CH:3]=[CH:2][N:1]=3)=[CH:20][CH:19]=2)=[C:12]([CH3:33])[CH:11]=1. The yield is 0.618.